Dataset: NCI-60 drug combinations with 297,098 pairs across 59 cell lines. Task: Regression. Given two drug SMILES strings and cell line genomic features, predict the synergy score measuring deviation from expected non-interaction effect. (1) Drug 1: CC1C(C(CC(O1)OC2CC(CC3=C2C(=C4C(=C3O)C(=O)C5=C(C4=O)C(=CC=C5)OC)O)(C(=O)C)O)N)O.Cl. Drug 2: CC1=CC=C(C=C1)C2=CC(=NN2C3=CC=C(C=C3)S(=O)(=O)N)C(F)(F)F. Cell line: MCF7. Synergy scores: CSS=14.4, Synergy_ZIP=-8.79, Synergy_Bliss=1.75, Synergy_Loewe=-14.2, Synergy_HSA=1.56. (2) Drug 1: CN1C2=C(C=C(C=C2)N(CCCl)CCCl)N=C1CCCC(=O)O.Cl. Drug 2: CC1=C(C(=O)C2=C(C1=O)N3CC4C(C3(C2COC(=O)N)OC)N4)N. Cell line: ACHN. Synergy scores: CSS=55.3, Synergy_ZIP=-2.72, Synergy_Bliss=-1.38, Synergy_Loewe=-39.9, Synergy_HSA=-1.36. (3) Drug 1: C1=CC=C(C(=C1)C(C2=CC=C(C=C2)Cl)C(Cl)Cl)Cl. Drug 2: C1C(C(OC1N2C=NC3=C2NC=NCC3O)CO)O. Cell line: A549. Synergy scores: CSS=4.96, Synergy_ZIP=-2.67, Synergy_Bliss=-0.588, Synergy_Loewe=0.369, Synergy_HSA=0.371. (4) Drug 1: CC(C)(C#N)C1=CC(=CC(=C1)CN2C=NC=N2)C(C)(C)C#N. Drug 2: C(CCl)NC(=O)N(CCCl)N=O. Cell line: NCIH23. Synergy scores: CSS=9.89, Synergy_ZIP=0.890, Synergy_Bliss=6.88, Synergy_Loewe=4.86, Synergy_HSA=4.65. (5) Drug 1: CC1=C(N=C(N=C1N)C(CC(=O)N)NCC(C(=O)N)N)C(=O)NC(C(C2=CN=CN2)OC3C(C(C(C(O3)CO)O)O)OC4C(C(C(C(O4)CO)O)OC(=O)N)O)C(=O)NC(C)C(C(C)C(=O)NC(C(C)O)C(=O)NCCC5=NC(=CS5)C6=NC(=CS6)C(=O)NCCC[S+](C)C)O. Drug 2: CN(CC1=CN=C2C(=N1)C(=NC(=N2)N)N)C3=CC=C(C=C3)C(=O)NC(CCC(=O)O)C(=O)O. Cell line: NCI-H522. Synergy scores: CSS=40.8, Synergy_ZIP=-3.85, Synergy_Bliss=-7.01, Synergy_Loewe=-6.33, Synergy_HSA=-5.56. (6) Drug 1: C1C(C(OC1N2C=C(C(=O)NC2=O)F)CO)O. Cell line: OVCAR-4. Drug 2: C(CC(=O)O)C(=O)CN.Cl. Synergy scores: CSS=19.1, Synergy_ZIP=-5.44, Synergy_Bliss=-2.02, Synergy_Loewe=-37.6, Synergy_HSA=0.947. (7) Drug 1: CC1=C2C(C(=O)C3(C(CC4C(C3C(C(C2(C)C)(CC1OC(=O)C(C(C5=CC=CC=C5)NC(=O)C6=CC=CC=C6)O)O)OC(=O)C7=CC=CC=C7)(CO4)OC(=O)C)O)C)OC(=O)C. Drug 2: CC1CCCC2(C(O2)CC(NC(=O)CC(C(C(=O)C(C1O)C)(C)C)O)C(=CC3=CSC(=N3)C)C)C. Cell line: 786-0. Synergy scores: CSS=56.8, Synergy_ZIP=3.96, Synergy_Bliss=2.93, Synergy_Loewe=-3.31, Synergy_HSA=5.31.